This data is from Cav3 T-type calcium channel HTS with 100,875 compounds. The task is: Binary Classification. Given a drug SMILES string, predict its activity (active/inactive) in a high-throughput screening assay against a specified biological target. (1) The molecule is S(=O)(=O)(N1CCC(CC1)C)c1cc2c(n(cc(c2=O)C(=O)NCc2occc2)CC)cc1. The result is 1 (active). (2) The drug is Clc1c(N2CCN(CC2)CC(=O)N2CCN(CC2)c2ncc(cc2Cl)C(F)(F)F)ncc(c1)C(F)(F)F. The result is 1 (active). (3) The compound is O=C(Nc1cc2c3c(Cc2cc1)ccc(NC(=O)C(C)(C)C)c3)C(C)(C)C. The result is 0 (inactive). (4) The drug is S1C(CC(=Nc2c1cccc2)c1sccc1)c1c(OC)cccc1. The result is 0 (inactive). (5) The molecule is O=C(NNc1ccc([N+]([O-])=O)cc1)C12CC3CC(C1)CC(C2)C3. The result is 0 (inactive).